This data is from Catalyst prediction with 721,799 reactions and 888 catalyst types from USPTO. The task is: Predict which catalyst facilitates the given reaction. (1) Reactant: [OH:1][C:2]1[CH:9]=[C:8]([O:10][CH2:11][O:12][CH3:13])[CH:7]=[CH:6][C:3]=1[CH:4]=[O:5].[H-].[Na+].Cl[C:17]1[C:22]([Cl:23])=[CH:21][C:20]([Cl:24])=[CH:19][N:18]=1.O. Product: [Cl:23][C:22]1[C:17]([O:1][C:2]2[CH:9]=[C:8]([O:10][CH2:11][O:12][CH3:13])[CH:7]=[CH:6][C:3]=2[CH:4]=[O:5])=[N:18][CH:19]=[C:20]([Cl:24])[CH:21]=1. The catalyst class is: 9. (2) Reactant: [CH3:1][C:2]1[CH:10]=[CH:9][C:5]([C:6](Cl)=[O:7])=[CH:4][C:3]=1[N+:11]([O-:13])=[O:12].C(N(CC)CC)C.[Cl:21][C:22]1[CH:23]=[C:24]([CH:26]=[CH:27][C:28]=1[F:29])[NH2:25].C(=O)([O-])[O-].[K+].[K+]. Product: [Cl:21][C:22]1[CH:23]=[C:24]([NH:25][C:6](=[O:7])[C:5]2[CH:9]=[CH:10][C:2]([CH3:1])=[C:3]([N+:11]([O-:13])=[O:12])[CH:4]=2)[CH:26]=[CH:27][C:28]=1[F:29]. The catalyst class is: 4. (3) Product: [N+:8]([C:6]1[CH:5]=[CH:4][N+:3]([O-:11])=[C:2]([N:14]2[CH:18]=[N:17][CH:16]=[N:15]2)[CH:7]=1)([O-:10])=[O:9]. Reactant: Cl[C:2]1[CH:7]=[C:6]([N+:8]([O-:10])=[O:9])[CH:5]=[CH:4][N+:3]=1[O-:11].C[Si](C)(C)[N:14]1[CH:18]=[N:17][CH:16]=[N:15]1.C(=O)([O-])[O-].[K+].[K+]. The catalyst class is: 3. (4) Reactant: [C:1]12([C:12]([O:14][CH3:15])=[O:13])[CH2:8][CH2:7][C:4](C(O)=O)([CH2:5][CH2:6]1)[CH2:3][CH2:2]2.C1(P(N=[N+]=[N-])(C2C=CC=CC=2)=[O:23])C=CC=CC=1.C([N:35]([CH2:38]C)CC)C.[CH2:40]([OH:47])[C:41]1[CH:46]=[CH:45][CH:44]=[CH:43][CH:42]=1. Product: [CH2:40]([O:47][C:38]([NH:35][C:4]12[CH2:3][CH2:2][C:1]([C:12]([O:14][CH3:15])=[O:13])([CH2:6][CH2:5]1)[CH2:8][CH2:7]2)=[O:23])[C:41]1[CH:46]=[CH:45][CH:44]=[CH:43][CH:42]=1. The catalyst class is: 11. (5) Reactant: [NH2:1][C:2]1[N:10]=[C:9]([CH2:11][O:12][CH3:13])[CH:8]=[CH:7][C:3]=1[C:4]([OH:6])=O.[F:14][C:15]([F:33])([F:32])[O:16][C:17]1[CH:18]=[C:19]([O:23][C:24]2[CH:25]=[C:26]([CH:29]=[CH:30][CH:31]=2)[CH2:27][NH2:28])[CH:20]=[CH:21][CH:22]=1.C(N(CC)CC)C.CN([P+](ON1N=NC2C=CC=CC1=2)(N(C)C)N(C)C)C.F[P-](F)(F)(F)(F)F. Product: [F:14][C:15]([F:32])([F:33])[O:16][C:17]1[CH:18]=[C:19]([O:23][C:24]2[CH:25]=[C:26]([CH2:27][NH:28][C:4](=[O:6])[C:3]3[CH:7]=[CH:8][C:9]([CH2:11][O:12][CH3:13])=[N:10][C:2]=3[NH2:1])[CH:29]=[CH:30][CH:31]=2)[CH:20]=[CH:21][CH:22]=1. The catalyst class is: 136. (6) Reactant: [OH:1][C:2]1[CH:3]=[C:4]2[C:9](=[CH:10][CH:11]=1)[CH:8]=[C:7]([C:12]1([NH:20][C:21](=[O:27])[O:22][C:23]([CH3:26])([CH3:25])[CH3:24])[CH2:17][O:16][C:15]([CH3:19])([CH3:18])[O:14][CH2:13]1)[CH:6]=[CH:5]2.[F:28][C:29]([F:40])([F:39])[C:30]1[CH:31]=[C:32](B(O)O)[CH:33]=[CH:34][CH:35]=1.C(Cl)Cl. Product: [CH3:18][C:15]1([CH3:19])[O:16][CH2:17][C:12]([NH:20][C:21](=[O:27])[O:22][C:23]([CH3:26])([CH3:25])[CH3:24])([C:7]2[CH:6]=[CH:5][C:4]3[C:9](=[CH:10][CH:11]=[C:2]([O:1][C:34]4[CH:33]=[CH:32][CH:31]=[C:30]([C:29]([F:40])([F:39])[F:28])[CH:35]=4)[CH:3]=3)[CH:8]=2)[CH2:13][O:14]1. The catalyst class is: 66.